From a dataset of Reaction yield outcomes from USPTO patents with 853,638 reactions. Predict the reaction yield, written as a fraction of the theoretical maximum amount of product (1.0 means a 100% yield; for example, 0.34 means a 34% yield). (1) The reactants are [C:1]12([CH2:11][CH2:12][N:13]([CH2:26][CH2:27][NH:28][CH3:29])[C:14]([NH:16][CH2:17][CH2:18][CH2:19][C:20]3[CH:25]=[CH:24][N:23]=[CH:22][CH:21]=3)=[O:15])[CH2:10][CH:5]3[CH2:6][CH:7]([CH2:9][CH:3]([CH2:4]3)[CH2:2]1)[CH2:8]2.C(=O)([O-])[O-].[K+].[K+].[I-].[Na+].[CH3:38][O:39][CH2:40][CH2:41]Cl. The catalyst is O.C(OCC)C.CN(C)C=O. The product is [C:1]12([CH2:11][CH2:12][N:13]([CH2:26][CH2:27][N:28]([CH2:41][CH2:40][O:39][CH3:38])[CH3:29])[C:14]([NH:16][CH2:17][CH2:18][CH2:19][C:20]3[CH:25]=[CH:24][N:23]=[CH:22][CH:21]=3)=[O:15])[CH2:8][CH:7]3[CH2:6][CH:5]([CH2:4][CH:3]([CH2:9]3)[CH2:2]1)[CH2:10]2. The yield is 0.321. (2) The reactants are [F:1][CH2:2][C:3]1[N:8]=[C:7]([C:9]#[C:10][CH2:11][CH2:12][NH:13][CH3:14])[CH:6]=[CH:5][CH:4]=1.[Cl:15][C:16]1[CH:24]=[CH:23][CH:22]=[C:21]([Cl:25])[C:17]=1[C:18](Cl)=[O:19]. No catalyst specified. The product is [Cl:15][C:16]1[CH:24]=[CH:23][CH:22]=[C:21]([Cl:25])[C:17]=1[C:18]([N:13]([CH2:12][CH2:11][C:10]#[C:9][C:7]1[CH:6]=[CH:5][CH:4]=[C:3]([CH2:2][F:1])[N:8]=1)[CH3:14])=[O:19]. The yield is 0.0500. (3) The reactants are [CH3:1][Si:2]([CH3:17])([CH3:16])[CH2:3][CH2:4][O:5][CH2:6]N1C2C(=CC=CC=2)C=N1.[Br:18][C:19]1[CH:27]=[C:26]([CH2:28][Br:29])[C:25]2[C:21](=[CH:22][N:23](COCC[Si](C)(C)C)[N:24]=2)[CH:20]=1.BrC1C=C(C)C2C(=CN(COCC[Si](C)(C)C)N=2)C=1.BrN1C(=O)CCC1=O. The catalyst is C(OOC(=O)C1C=CC=CC=1)(=O)C1C=CC=CC=1.C(Cl)(Cl)(Cl)Cl. The product is [Br:18][C:19]1[CH:20]=[C:21]2[C:25](=[C:26]([CH2:28][Br:29])[CH:27]=1)[N:24]([CH2:6][O:5][CH2:4][CH2:3][Si:2]([CH3:17])([CH3:16])[CH3:1])[N:23]=[CH:22]2. The yield is 0.390. (4) The reactants are [CH3:1][CH:2]([C:4]1[CH:9]=[CH:8][CH:7]=[CH:6][C:5]=1[N:10]1[CH2:15][CH2:14][NH:13][CH2:12][C:11]1=[O:16])[CH3:3].C(Cl)CCl.[Cl:21][C:22]1[C:30]([C:31]([F:34])([F:33])[F:32])=[CH:29][CH:28]=[CH:27][C:23]=1[C:24](O)=[O:25].C(O)(=O)CC(CC(O)=O)(C(O)=O)O. The yield is 0.180. The catalyst is CN(C1C=CN=CC=1)C.ClCCl. The product is [Cl:21][C:22]1[C:30]([C:31]([F:33])([F:34])[F:32])=[CH:29][CH:28]=[CH:27][C:23]=1[C:24]([N:13]1[CH2:14][CH2:15][N:10]([C:5]2[CH:6]=[CH:7][CH:8]=[CH:9][C:4]=2[CH:2]([CH3:1])[CH3:3])[C:11](=[O:16])[CH2:12]1)=[O:25]. (5) The reactants are FC(F)(F)C(O)=O.S([N:18]1[C:26]2[CH:25]=[C:24]([N:27]3[CH:32]=[CH:31][C:30]([C:33]4[CH:38]=[CH:37][C:36]([C:39]([F:42])([F:41])[F:40])=[CH:35][N:34]=4)=[CH:29][C:28]3=[O:43])[CH:23]=[CH:22][C:21]=2[C:20]2[CH2:44][NH:45][CH2:46][CH2:47][C:19]1=2)(C1C=CC(C)=CC=1)(=O)=O.C1(N)C(F)=C(F)C(F)=C(N)C=1F.[ClH:60].Cl. No catalyst specified. The product is [ClH:60].[ClH:60].[CH2:44]1[C:20]2[C:21]3[CH:22]=[CH:23][C:24]([N:27]4[CH:32]=[CH:31][C:30]([C:33]5[CH:38]=[CH:37][C:36]([C:39]([F:41])([F:40])[F:42])=[CH:35][N:34]=5)=[CH:29][C:28]4=[O:43])=[CH:25][C:26]=3[NH:18][C:19]=2[CH2:47][CH2:46][NH:45]1. The yield is 0.250. (6) The reactants are [NH2:1][C:2]1[CH:7]=[CH:6][C:5]([Cl:8])=[CH:4][C:3]=1[C:9]([CH:11]1[CH2:16][CH2:15][CH2:14][CH2:13][CH2:12]1)=[O:10].[O:17](S(C(F)(F)F)(=O)=O)[S:18]([C:21]([F:24])([F:23])[F:22])(=O)=[O:19]. The catalyst is ClCCl. The product is [Cl:8][C:5]1[CH:6]=[CH:7][C:2]([NH:1][S:18]([C:21]([F:24])([F:23])[F:22])(=[O:19])=[O:17])=[C:3]([C:9]([CH:11]2[CH2:12][CH2:13][CH2:14][CH2:15][CH2:16]2)=[O:10])[CH:4]=1. The yield is 0.470. (7) The reactants are OC1C=C([CH2:8][C:9]#[N:10])C=CC=1.[CH2:11]=[O:12].[OH2:13].[C:14]1([CH3:24])[CH:19]=[CH:18][C:17](S(O)(=O)=O)=[CH:16][CH:15]=1. The catalyst is C1(C)C=CC=CC=1. The product is [O:12]1[C:15]2[CH:16]=[C:17]([CH2:8][C:9]#[N:10])[CH:18]=[CH:19][C:14]=2[CH2:24][O:13][CH2:11]1. The yield is 0.0500.